From a dataset of Catalyst prediction with 721,799 reactions and 888 catalyst types from USPTO. Predict which catalyst facilitates the given reaction. Reactant: [Cl:1][C:2]1[CH:3]=[N+:4]([O-:27])[CH:5]=[C:6]([Cl:26])[C:7]=1[CH2:8][C@@H:9]([C:11]1[CH:16]=[CH:15][C:14]([O:17][CH:18]([F:20])[F:19])=[C:13]([O:21][CH2:22][CH:23]2[CH2:25][CH2:24]2)[CH:12]=1)[OH:10].C(Cl)CCl.Cl.[O:33]=[C:34]1[C:42]2[C:37](=[CH:38][C:39]([N:43]([CH2:48][CH2:49][N:50]3[CH2:55][CH2:54][CH2:53][CH2:52][CH2:51]3)[S:44]([CH3:47])(=[O:46])=[O:45])=[CH:40][CH:41]=2)[C:36](=[O:56])[N:35]1[CH2:57][C:58](O)=[O:59]. Product: [Cl:1][C:2]1[CH:3]=[N+:4]([O-:27])[CH:5]=[C:6]([Cl:26])[C:7]=1[CH2:8][C@@H:9]([C:11]1[CH:16]=[CH:15][C:14]([O:17][CH:18]([F:20])[F:19])=[C:13]([O:21][CH2:22][CH:23]2[CH2:25][CH2:24]2)[CH:12]=1)[O:10][C:58](=[O:59])[CH2:57][N:35]1[C:36](=[O:56])[C:37]2[C:42](=[CH:41][CH:40]=[C:39]([N:43]([CH2:48][CH2:49][N:50]3[CH2:51][CH2:52][CH2:53][CH2:54][CH2:55]3)[S:44]([CH3:47])(=[O:46])=[O:45])[CH:38]=2)[C:34]1=[O:33]. The catalyst class is: 79.